From a dataset of Catalyst prediction with 721,799 reactions and 888 catalyst types from USPTO. Predict which catalyst facilitates the given reaction. (1) Reactant: COC1C=CC([C:9]2(C)[CH:14]=[CH:13][C:12]([N:15]3[CH:19]=[CH:18][C:17]([CH2:20][CH:21]([C:24]4[CH:25]=[C:26]([CH3:30])[CH:27]=[CH:28][CH:29]=4)[C:22]#[N:23])=[N:16]3)=[CH:11][CH2:10]2)=CC=1.[N-:32]=[N+:33]=[N-:34].[Na+].[Cl-].[NH4+].CN([CH:41]=[O:42])C. Product: [CH3:41][O:42][C:9]1[CH:10]=[CH:11][C:12]([N:15]2[C:19]([C:27]3[CH:26]=[CH:25][C:24]([CH3:21])=[CH:29][CH:28]=3)=[CH:18][C:17]([CH2:20][CH:21]([C:22]3[NH:23][N:34]=[N:33][N:32]=3)[C:24]3[CH:25]=[C:26]([CH3:30])[CH:27]=[CH:28][CH:29]=3)=[N:16]2)=[CH:13][CH:14]=1. The catalyst class is: 6. (2) Reactant: F[C:2]1[CH:3]=[N:4][CH:5]=[CH:6][C:7]=1[C:8]1[N:12]([CH3:13])[C:11]2[CH:14]=[CH:15][C:16]([C:18]([F:21])([F:20])[F:19])=[CH:17][C:10]=2[N:9]=1.[CH3:22][O-:23].[Na+].[Cl-].[NH4+]. Product: [CH3:22][O:23][C:2]1[CH:3]=[N:4][CH:5]=[CH:6][C:7]=1[C:8]1[N:12]([CH3:13])[C:11]2[CH:14]=[CH:15][C:16]([C:18]([F:21])([F:20])[F:19])=[CH:17][C:10]=2[N:9]=1. The catalyst class is: 3. (3) Reactant: [CH2:1]([C@H:8]([NH:21][C:22]([C@@H:24]([NH:34][C:35]([C:37]1([NH:40][C:41]([CH:43]2[CH2:51][C:50]3[C:45](=[CH:46][CH:47]=[CH:48][CH:49]=3)[CH2:44]2)=[O:42])[CH2:39][CH2:38]1)=[O:36])[CH2:25][C:26]1[CH:31]=[CH:30][C:29]([O:32][CH3:33])=[CH:28][CH:27]=1)=[O:23])[CH:9]([C:11](=[O:20])[NH:12][CH2:13][C:14]1[CH:19]=[CH:18][CH:17]=[CH:16][CH:15]=1)[OH:10])[C:2]1[CH:7]=[CH:6][CH:5]=[CH:4][CH:3]=1.CC(OI1(OC(C)=O)(OC(C)=O)OC(=O)C2C=CC=CC1=2)=O. Product: [CH2:1]([C@H:8]([NH:21][C:22]([C@@H:24]([NH:34][C:35]([C:37]1([NH:40][C:41]([CH:43]2[CH2:44][C:45]3[C:50](=[CH:49][CH:48]=[CH:47][CH:46]=3)[CH2:51]2)=[O:42])[CH2:38][CH2:39]1)=[O:36])[CH2:25][C:26]1[CH:27]=[CH:28][C:29]([O:32][CH3:33])=[CH:30][CH:31]=1)=[O:23])[C:9]([C:11](=[O:20])[NH:12][CH2:13][C:14]1[CH:15]=[CH:16][CH:17]=[CH:18][CH:19]=1)=[O:10])[C:2]1[CH:7]=[CH:6][CH:5]=[CH:4][CH:3]=1. The catalyst class is: 4. (4) Reactant: [NH2:1][C:2]1[C:7]([OH:8])=[CH:6][CH:5]=[CH:4][C:3]=1[CH3:9].CCN(C(C)C)C(C)C.C1N=CN([C:24](N2C=NC=C2)=[O:25])C=1. Product: [CH3:9][C:3]1[C:2]2[NH:1][C:24](=[O:25])[O:8][C:7]=2[CH:6]=[CH:5][CH:4]=1. The catalyst class is: 2. (5) Reactant: Cl[CH2:2][CH2:3][C:4]([OH:11])([CH2:8][CH:9]=[CH2:10])[CH2:5][CH:6]=[CH2:7].[Br:12][C:13]1[CH:18]=[CH:17][C:16]([C@@H:19]([NH2:21])[CH3:20])=[CH:15][CH:14]=1.C([O-])([O-])=O.[K+].[K+]. Product: [Br:12][C:13]1[CH:18]=[CH:17][C:16]([C@@H:19]([NH:21][CH2:2][CH2:3][C:4]([OH:11])([CH2:8][CH:9]=[CH2:10])[CH2:5][CH:6]=[CH2:7])[CH3:20])=[CH:15][CH:14]=1. The catalyst class is: 10.